This data is from Forward reaction prediction with 1.9M reactions from USPTO patents (1976-2016). The task is: Predict the product of the given reaction. (1) Given the reactants [NH2:1][C:2]1[C:3]([F:21])=[C:4]([F:20])[C:5]([F:19])=[C:6]([CH:18]=1)[O:7][C:8]1[CH:13]=[CH:12][N:11]=[C:10]([NH2:14])[C:9]=1[N+:15]([O-:17])=[O:16].[F:22][C:23]([F:35])([F:34])[O:24][C:25]1[CH:26]=[C:27]([CH:31]=[CH:32][CH:33]=1)[C:28](Cl)=[O:29], predict the reaction product. The product is: [NH2:14][C:10]1[C:9]([N+:15]([O-:17])=[O:16])=[C:8]([O:7][C:6]2[C:5]([F:19])=[C:4]([F:20])[C:3]([F:21])=[C:2]([NH:1][C:28](=[O:29])[C:27]3[CH:31]=[CH:32][CH:33]=[C:25]([O:24][C:23]([F:22])([F:34])[F:35])[CH:26]=3)[CH:18]=2)[CH:13]=[CH:12][N:11]=1. (2) Given the reactants C[Si](Cl)(C)C.[C:6]([C:8]1[CH:13]=[C:12]([CH2:14][OH:15])[CH:11]=[CH:10][N:9]=1)#N.O.C(=O)([O-])[O-:18].[Na+].[Na+].[CH2:23]([OH:25])[CH3:24], predict the reaction product. The product is: [CH2:23]([O:25][C:6]([C:8]1[CH:13]=[C:12]([CH2:14][OH:15])[CH:11]=[CH:10][N:9]=1)=[O:18])[CH3:24]. (3) Given the reactants [Br:1][C:2]1[C:3]([F:23])=[C:4]([N:8]2[CH:13]=[C:12]([O:14][CH3:15])[C:11](=[O:16])[C:10]([C:17](N(OC)C)=[O:18])=[N:9]2)[CH:5]=[CH:6][CH:7]=1.[CH3:24][Mg+].[Br-], predict the reaction product. The product is: [C:17]([C:10]1[C:11](=[O:16])[C:12]([O:14][CH3:15])=[CH:13][N:8]([C:4]2[CH:5]=[CH:6][CH:7]=[C:2]([Br:1])[C:3]=2[F:23])[N:9]=1)(=[O:18])[CH3:24]. (4) Given the reactants [F:1][C:2]1[CH:11]=[CH:10][C:9]2[N:12]=[C:13]([C@@H:14]([NH2:16])[CH3:15])[N:7]3[C:8]=2[C:3]=1[CH2:4][CH2:5][CH2:6]3.Cl[C:18]1[N:26]=[CH:25][N:24]=[C:23]2[C:19]=1[N:20]=[CH:21][N:22]2C1CCCCO1.CCN(C(C)C)C(C)C, predict the reaction product. The product is: [F:1][C:2]1[CH:11]=[CH:10][C:9]2[N:12]=[C:13]([C@@H:14]([NH:16][C:18]3[N:26]=[CH:25][N:24]=[C:23]4[C:19]=3[N:20]=[CH:21][NH:22]4)[CH3:15])[N:7]3[C:8]=2[C:3]=1[CH2:4][CH2:5][CH2:6]3. (5) Given the reactants [CH3:1][S:2]([C:5]1[CH:6]=[C:7]([C:11]2[S:15][C:14]([CH2:16][NH:17][S:18]([C:21]3[CH:26]=[CH:25][CH:24]=[CH:23][C:22]=3[C:27]([F:30])([F:29])[F:28])(=[O:20])=[O:19])=[CH:13][CH:12]=2)[CH:8]=[CH:9][CH:10]=1)(=[O:4])=[O:3].[CH2:31](I)[CH:32]([CH3:34])[CH3:33].C(=O)([O-])[O-].[Cs+].[Cs+], predict the reaction product. The product is: [CH2:31]([N:17]([CH2:16][C:14]1[S:15][C:11]([C:7]2[CH:8]=[CH:9][CH:10]=[C:5]([S:2]([CH3:1])(=[O:3])=[O:4])[CH:6]=2)=[CH:12][CH:13]=1)[S:18]([C:21]1[CH:26]=[CH:25][CH:24]=[CH:23][C:22]=1[C:27]([F:30])([F:28])[F:29])(=[O:20])=[O:19])[CH:32]([CH3:34])[CH3:33].